Dataset: Catalyst prediction with 721,799 reactions and 888 catalyst types from USPTO. Task: Predict which catalyst facilitates the given reaction. Reactant: [CH3:1][O:2][C:3](=[O:39])[C:4]1[CH:9]=[CH:8][C:7]([CH2:10][CH:11]([C:27]2[CH:32]=[CH:31][C:30]([CH:33]=[CH:34][C:35]([CH3:38])([CH3:37])[CH3:36])=[CH:29][CH:28]=2)[C:12](N2[C@H](CC3C=CC=CC=3)COC2=O)=[O:13])=[CH:6][CH:5]=1.[OH:40]O.[Li+].[OH-]. Product: [CH3:1][O:2][C:3](=[O:39])[C:4]1[CH:9]=[CH:8][C:7]([CH2:10][C@@H:11]([C:12]([OH:13])=[O:40])[C:27]2[CH:32]=[CH:31][C:30]([CH:33]=[CH:34][C:35]([CH3:38])([CH3:37])[CH3:36])=[CH:29][CH:28]=2)=[CH:6][CH:5]=1. The catalyst class is: 20.